The task is: Regression. Given a peptide amino acid sequence and an MHC pseudo amino acid sequence, predict their binding affinity value. This is MHC class II binding data.. This data is from Peptide-MHC class II binding affinity with 134,281 pairs from IEDB. (1) The peptide sequence is YDKFLANVSTVKTGK. The MHC is DRB1_0401 with pseudo-sequence DRB1_0401. The binding affinity (normalized) is 0.570. (2) The peptide sequence is VGLVVQIDHVRMSTK. The MHC is DRB5_0101 with pseudo-sequence DRB5_0101. The binding affinity (normalized) is 0.824. (3) The peptide sequence is GELQIVDKIDAAFEI. The MHC is DRB1_1501 with pseudo-sequence DRB1_1501. The binding affinity (normalized) is 0.295. (4) The peptide sequence is APEVKYTVFKTALKK. The MHC is HLA-DPA10301-DPB10402 with pseudo-sequence HLA-DPA10301-DPB10402. The binding affinity (normalized) is 0.827. (5) The peptide sequence is FFFLFNILTGKKITA. The MHC is DRB5_0101 with pseudo-sequence DRB5_0101. The binding affinity (normalized) is 0.808.